The task is: Predict which catalyst facilitates the given reaction.. This data is from Catalyst prediction with 721,799 reactions and 888 catalyst types from USPTO. The catalyst class is: 128. Reactant: [N:1]1([CH2:8][CH2:9][O:10][C:11]2[CH:38]=[CH:37][C:14]([C:15]([C:17]3[C:26]4[C:21](=[CH:22][C:23]([O:27][CH3:28])=[CH:24][CH:25]=4)[CH:20]=[CH:19][C:18]=3OS(C(F)(F)F)(=O)=O)=[O:16])=[CH:13][CH:12]=2)[CH2:7][CH2:6][CH2:5][CH2:4][CH2:3][CH2:2]1.[F:39][C:40]1[CH:45]=[C:44]([F:46])[CH:43]=[C:42]([F:47])[C:41]=1B(O)O.P([O-])([O-])([O-])=O.[K+].[K+].[K+]. Product: [N:1]1([CH2:8][CH2:9][O:10][C:11]2[CH:38]=[CH:37][C:14]([C:15]([C:17]3[C:26]4[C:21](=[CH:22][C:23]([O:27][CH3:28])=[CH:24][CH:25]=4)[CH:20]=[CH:19][C:18]=3[C:41]3[C:40]([F:39])=[CH:45][C:44]([F:46])=[CH:43][C:42]=3[F:47])=[O:16])=[CH:13][CH:12]=2)[CH2:2][CH2:3][CH2:4][CH2:5][CH2:6][CH2:7]1.